The task is: Regression. Given two drug SMILES strings and cell line genomic features, predict the synergy score measuring deviation from expected non-interaction effect.. This data is from NCI-60 drug combinations with 297,098 pairs across 59 cell lines. Drug 1: C1C(C(OC1N2C=C(C(=O)NC2=O)F)CO)O. Drug 2: C1=NC2=C(N1)C(=S)N=CN2. Cell line: HS 578T. Synergy scores: CSS=28.2, Synergy_ZIP=-3.21, Synergy_Bliss=6.29, Synergy_Loewe=1.31, Synergy_HSA=5.67.